Dataset: Full USPTO retrosynthesis dataset with 1.9M reactions from patents (1976-2016). Task: Predict the reactants needed to synthesize the given product. (1) Given the product [CH2:14]([O:16][CH2:17][CH2:18][N:8]1[CH:9]=[CH:10][CH:11]=[C:7]1[C:5](=[O:6])[C:4]([F:3])([F:12])[F:13])[CH3:15], predict the reactants needed to synthesize it. The reactants are: [H-].[Na+].[F:3][C:4]([F:13])([F:12])[C:5]([C:7]1[NH:8][CH:9]=[CH:10][CH:11]=1)=[O:6].[CH2:14]([O:16][CH2:17][CH2:18]Br)[CH3:15]. (2) Given the product [NH2:1][C:2]1[N:6]([C:7]2[CH:8]=[C:9]([CH:16]=[CH:17][C:18]=2[CH3:19])[C:10]([NH:12][CH:13]2[CH2:14][CH2:15]2)=[O:11])[N:5]=[CH:4][C:3]=1[C:20](=[O:27])[C:21]1[CH:22]=[CH:23][CH:24]=[C:25]([I:28])[CH:26]=1, predict the reactants needed to synthesize it. The reactants are: [NH2:1][C:2]1[N:6]([C:7]2[CH:8]=[C:9]([CH:16]=[CH:17][C:18]=2[CH3:19])[C:10]([NH:12][CH:13]2[CH2:15][CH2:14]2)=[O:11])[N:5]=[CH:4][C:3]=1[C:20](=[O:27])[C:21]1[CH:26]=[CH:25][CH:24]=[CH:23][CH:22]=1.[I:28]C1C=C(C=CC=1)C(C(=CNC1C=CC=CC=1)C#N)=O.CCN(C(C)C)C(C)C. (3) The reactants are: [O:1]1[C:5]2[CH:6]=[CH:7][C:8]([C:10]3[O:14][C:13]([SH:15])=[N:12][N:11]=3)=[CH:9][C:4]=2[CH2:3][CH2:2]1.Cl[CH2:17][C:18]1[CH:19]=[CH:20][C:21]([O:26][CH3:27])=[C:22]([CH:25]=1)[C:23]#[N:24]. Given the product [O:1]1[C:5]2[CH:6]=[CH:7][C:8]([C:10]3[O:14][C:13]([S:15][CH2:17][C:18]4[CH:19]=[CH:20][C:21]([O:26][CH3:27])=[C:22]([CH:25]=4)[C:23]#[N:24])=[N:12][N:11]=3)=[CH:9][C:4]=2[CH2:3][CH2:2]1, predict the reactants needed to synthesize it. (4) Given the product [CH:22]1[CH:23]=[C:24]([O-:26])[C:25]2[N:16]=[CH:17][CH:18]=[CH:19][C:20]=2[CH:21]=1.[CH:22]1[CH:23]=[C:24]([O-:26])[C:25]2[N:16]=[CH:17][CH:18]=[CH:19][C:20]=2[CH:21]=1.[Zn+2:15], predict the reactants needed to synthesize it. The reactants are: C/C(/[O-])=C/C(C)=O.C/C(/[O-])=C/C(C)=O.[Zn+2:15].[N:16]1[C:25]2[C:20](=[CH:21][CH:22]=[CH:23][C:24]=2[OH:26])[CH:19]=[CH:18][CH:17]=1.